From a dataset of NCI-60 drug combinations with 297,098 pairs across 59 cell lines. Regression. Given two drug SMILES strings and cell line genomic features, predict the synergy score measuring deviation from expected non-interaction effect. (1) Drug 1: C1=CC(=CC=C1CCC2=CNC3=C2C(=O)NC(=N3)N)C(=O)NC(CCC(=O)O)C(=O)O. Drug 2: CC1=C(C(=CC=C1)Cl)NC(=O)C2=CN=C(S2)NC3=CC(=NC(=N3)C)N4CCN(CC4)CCO. Cell line: SNB-19. Synergy scores: CSS=41.8, Synergy_ZIP=-0.611, Synergy_Bliss=-0.0133, Synergy_Loewe=1.15, Synergy_HSA=3.48. (2) Drug 1: C1=CC(=CC=C1CC(C(=O)O)N)N(CCCl)CCCl.Cl. Drug 2: CC(C)(C#N)C1=CC(=CC(=C1)CN2C=NC=N2)C(C)(C)C#N. Cell line: SNB-19. Synergy scores: CSS=1.65, Synergy_ZIP=-3.35, Synergy_Bliss=-3.28, Synergy_Loewe=-6.40, Synergy_HSA=-6.69. (3) Drug 1: C1CCN(CC1)CCOC2=CC=C(C=C2)C(=O)C3=C(SC4=C3C=CC(=C4)O)C5=CC=C(C=C5)O. Drug 2: C1=C(C(=O)NC(=O)N1)N(CCCl)CCCl. Cell line: BT-549. Synergy scores: CSS=26.7, Synergy_ZIP=1.30, Synergy_Bliss=0.831, Synergy_Loewe=-2.09, Synergy_HSA=-0.440. (4) Drug 1: C1C(C(OC1N2C=NC3=C(N=C(N=C32)Cl)N)CO)O. Drug 2: CC1C(C(CC(O1)OC2CC(CC3=C2C(=C4C(=C3O)C(=O)C5=C(C4=O)C(=CC=C5)OC)O)(C(=O)CO)O)N)O.Cl. Cell line: MOLT-4. Synergy scores: CSS=66.3, Synergy_ZIP=-7.73, Synergy_Bliss=-14.7, Synergy_Loewe=-17.0, Synergy_HSA=-13.1.